From a dataset of Merck oncology drug combination screen with 23,052 pairs across 39 cell lines. Regression. Given two drug SMILES strings and cell line genomic features, predict the synergy score measuring deviation from expected non-interaction effect. (1) Drug 2: O=C(CCCCCCC(=O)Nc1ccccc1)NO. Cell line: HT29. Synergy scores: synergy=-3.15. Drug 1: CCC1(O)CC2CN(CCc3c([nH]c4ccccc34)C(C(=O)OC)(c3cc4c(cc3OC)N(C)C3C(O)(C(=O)OC)C(OC(C)=O)C5(CC)C=CCN6CCC43C65)C2)C1. (2) Drug 1: O=C(NOCC(O)CO)c1ccc(F)c(F)c1Nc1ccc(I)cc1F. Drug 2: CNC(=O)c1cc(Oc2ccc(NC(=O)Nc3ccc(Cl)c(C(F)(F)F)c3)cc2)ccn1. Cell line: ZR751. Synergy scores: synergy=1.69. (3) Drug 1: O=C(O)C1(Cc2cccc(Nc3nccs3)n2)CCC(Oc2cccc(Cl)c2F)CC1. Drug 2: CCc1cnn2c(NCc3ccc[n+]([O-])c3)cc(N3CCCCC3CCO)nc12. Cell line: RPMI7951. Synergy scores: synergy=-6.46. (4) Drug 1: COC12C(COC(N)=O)C3=C(C(=O)C(C)=C(N)C3=O)N1CC1NC12. Drug 2: C=CCn1c(=O)c2cnc(Nc3ccc(N4CCN(C)CC4)cc3)nc2n1-c1cccc(C(C)(C)O)n1. Cell line: SKOV3. Synergy scores: synergy=20.5.